From a dataset of Forward reaction prediction with 1.9M reactions from USPTO patents (1976-2016). Predict the product of the given reaction. (1) The product is: [Br:1][C:2]1[CH:10]=[CH:9][C:5]([C:6]([Cl:20])=[O:7])=[CH:4][C:3]=1[CH3:11]. Given the reactants [Br:1][C:2]1[CH:10]=[CH:9][C:5]([C:6](O)=[O:7])=[CH:4][C:3]=1[CH3:11].CN(C=O)C.C(Cl)(=O)C([Cl:20])=O, predict the reaction product. (2) Given the reactants [Cl-].[Al+3].[Cl-].[Cl-].[C:5]1([NH:11][C:12](=[O:14])[CH3:13])[CH:10]=[CH:9][CH:8]=[CH:7][CH:6]=1.[C:15](Cl)([CH3:18])([CH3:17])[CH3:16].Cl, predict the reaction product. The product is: [C:15]([C:8]1[CH:9]=[CH:10][C:5]([NH:11][C:12](=[O:14])[CH3:13])=[CH:6][CH:7]=1)([CH3:18])([CH3:17])[CH3:16]. (3) Given the reactants [C:1]([C:3]([CH3:23])([CH2:20][S:21][CH3:22])[C:4]([N:6]([C:8]1[S:9][C:10]([C:13]2[CH:14]=[N:15][CH:16]=[C:17]([F:19])[CH:18]=2)=[N:11][N:12]=1)[CH3:7])=[O:5])#[N:2].[H][H], predict the reaction product. The product is: [NH2:2][CH2:1][C:3]([CH3:23])([CH2:20][S:21][CH3:22])[C:4]([N:6]([C:8]1[S:9][C:10]([C:13]2[CH:14]=[N:15][CH:16]=[C:17]([F:19])[CH:18]=2)=[N:11][N:12]=1)[CH3:7])=[O:5].